From a dataset of Reaction yield outcomes from USPTO patents with 853,638 reactions. Predict the reaction yield, written as a fraction of the theoretical maximum amount of product (1.0 means a 100% yield; for example, 0.34 means a 34% yield). (1) The reactants are N([O-])=O.[Na+].N[C:6]1[C:15]([Cl:16])=[CH:14][C:13]([N:17]([C:22]2[C:41]([CH:42]3[CH2:44][CH2:43]3)=[CH:40][C:25]3[C:26]([C:36](=[O:39])[NH:37][CH3:38])=[C:27]([C:29]4[CH:34]=[CH:33][C:32]([F:35])=[CH:31][CH:30]=4)[O:28][C:24]=3[CH:23]=2)[S:18]([CH3:21])(=[O:20])=[O:19])=[CH:12][C:7]=1[C:8]([O:10][CH3:11])=[O:9].[BrH:45]. The catalyst is C(#N)C.CCOC(C)=O.O.[Cu]Br. The product is [Br:45][C:6]1[C:15]([Cl:16])=[CH:14][C:13]([N:17]([C:22]2[C:41]([CH:42]3[CH2:44][CH2:43]3)=[CH:40][C:25]3[C:26]([C:36](=[O:39])[NH:37][CH3:38])=[C:27]([C:29]4[CH:34]=[CH:33][C:32]([F:35])=[CH:31][CH:30]=4)[O:28][C:24]=3[CH:23]=2)[S:18]([CH3:21])(=[O:20])=[O:19])=[CH:12][C:7]=1[C:8]([O:10][CH3:11])=[O:9]. The yield is 0.860. (2) The reactants are [CH3:1][O:2][C:3]1[CH:14]=[CH:13][C:6]([CH2:7][CH:8]([C:11]#[N:12])[C:9]#[N:10])=[CH:5][CH:4]=1.[H-].[Na+].Br[CH2:18][CH2:19][C:20]([F:23])([F:22])[F:21]. The catalyst is CN(C)C=O. The product is [CH3:1][O:2][C:3]1[CH:14]=[CH:13][C:6]([CH2:7][C:8]([CH2:18][CH2:19][C:20]([F:23])([F:22])[F:21])([C:11]#[N:12])[C:9]#[N:10])=[CH:5][CH:4]=1. The yield is 0.270.